Dataset: Catalyst prediction with 721,799 reactions and 888 catalyst types from USPTO. Task: Predict which catalyst facilitates the given reaction. (1) Reactant: Br.[Cl:2][C:3]1[C:11]2[C:10]([NH:12][C@@H:13]3[CH2:18][CH2:17][C@H:16]([CH3:19])[NH:15][CH2:14]3)=[N:9][CH:8]=[N:7][C:6]=2[NH:5][CH:4]=1.CCN(C(C)C)C(C)C.[C:29](Cl)(=[O:32])[CH:30]=[CH2:31].O. Product: [Cl:2][C:3]1[C:11]2[C:10]([NH:12][C@H:13]3[CH2:14][N:15]([C:29](=[O:32])[CH:30]=[CH2:31])[C@@H:16]([CH3:19])[CH2:17][CH2:18]3)=[N:9][CH:8]=[N:7][C:6]=2[NH:5][CH:4]=1. The catalyst class is: 2. (2) Reactant: Br[C:2]1[CH:3]=[N:4][C:5]([N:8]2[CH2:13][CH2:12][O:11][C@H:10]([CH2:14][N:15]3[C:19]4=[N:20][C:21]([C:24]5[CH:25]=[N:26][N:27]([CH3:29])[CH:28]=5)=[CH:22][N:23]=[C:18]4[N:17]=[N:16]3)[CH2:9]2)=[N:6][CH:7]=1.C([O-])([O-])=O.[Na+].[Na+].[F:36][C:37]1[CH:44]=[C:43](B2OC(C)(C)C(C)(C)O2)[CH:42]=[CH:41][C:38]=1[CH:39]=[O:40]. Product: [F:36][C:37]1[CH:44]=[C:43]([C:2]2[CH:3]=[N:4][C:5]([N:8]3[CH2:13][CH2:12][O:11][C@H:10]([CH2:14][N:15]4[C:19]5=[N:20][C:21]([C:24]6[CH:25]=[N:26][N:27]([CH3:29])[CH:28]=6)=[CH:22][N:23]=[C:18]5[N:17]=[N:16]4)[CH2:9]3)=[N:6][CH:7]=2)[CH:42]=[CH:41][C:38]=1[CH:39]=[O:40]. The catalyst class is: 203. (3) Reactant: [CH3:1][C:2]1[C:6]([CH2:7][N:8]2[CH:12]=[C:11]([N+:13]([O-])=O)[CH:10]=[N:9]2)=[C:5]([CH3:16])[O:4][N:3]=1.C([SiH](CC)CC)C.N#N.[ClH:26]. Product: [ClH:26].[CH3:1][C:2]1[C:6]([CH2:7][N:8]2[CH:12]=[C:11]([NH2:13])[CH:10]=[N:9]2)=[C:5]([CH3:16])[O:4][N:3]=1. The catalyst class is: 19. (4) The catalyst class is: 77. Product: [CH:11]1([N:8]2[C:9]3[CH:10]=[C:2]([C:37]4[CH:36]=[CH:35][C:32]([CH:33]=[O:34])=[CH:31][C:30]=4[CH3:29])[CH:3]=[C:4]([C:16]([NH:18][CH2:19][C:20]4[C:21](=[O:28])[NH:22][C:23]([CH3:27])=[CH:24][C:25]=4[CH3:26])=[O:17])[C:5]=3[CH:6]=[N:7]2)[CH2:15][CH2:14][CH2:13][CH2:12]1. Reactant: Br[C:2]1[CH:3]=[C:4]([C:16]([NH:18][CH2:19][C:20]2[C:21](=[O:28])[NH:22][C:23]([CH3:27])=[CH:24][C:25]=2[CH3:26])=[O:17])[C:5]2[CH:6]=[N:7][N:8]([CH:11]3[CH2:15][CH2:14][CH2:13][CH2:12]3)[C:9]=2[CH:10]=1.[CH3:29][C:30]1[CH:31]=[C:32]([CH:35]=[CH:36][C:37]=1B1OC(C)(C)C(C)(C)O1)[CH:33]=[O:34].C([O-])([O-])=O.[Na+].[Na+]. (5) Reactant: [F:1][C:2]1[CH:21]=[C:20]([F:22])[CH:19]=[CH:18][C:3]=1[O:4][C:5]1[CH:10]=[CH:9][C:8]([S:11]([NH2:14])(=[O:13])=[O:12])=[CH:7][C:6]=1[N+:15]([O-])=O.[Cl-].[NH4+].O1CCCC1.C(O)C. Product: [NH2:15][C:6]1[CH:7]=[C:8]([S:11]([NH2:14])(=[O:13])=[O:12])[CH:9]=[CH:10][C:5]=1[O:4][C:3]1[CH:18]=[CH:19][C:20]([F:22])=[CH:21][C:2]=1[F:1]. The catalyst class is: 150.